Task: Predict the product of the given reaction.. Dataset: Forward reaction prediction with 1.9M reactions from USPTO patents (1976-2016) (1) Given the reactants [CH:1]12[CH2:10][CH:5]3[CH2:6][CH:7]([CH2:9][CH:3]([CH2:4]3)[CH:2]1[NH:11][C:12](=[O:20])[C:13]1[CH:18]=[CH:17][CH:16]=[C:15](Br)[N:14]=1)[CH2:8]2.[N:21]1([C:27]([O:29][C:30]([CH3:33])([CH3:32])[CH3:31])=[O:28])[CH2:26][CH2:25][NH:24][CH2:23][CH2:22]1.CC(C)([O-])C.[Na+], predict the reaction product. The product is: [CH:1]12[CH2:10][CH:5]3[CH2:6][CH:7]([CH2:9][CH:3]([CH2:4]3)[CH:2]1[NH:11][C:12]([C:13]1[N:14]=[C:15]([N:24]3[CH2:23][CH2:22][N:21]([C:27]([O:29][C:30]([CH3:33])([CH3:32])[CH3:31])=[O:28])[CH2:26][CH2:25]3)[CH:16]=[CH:17][CH:18]=1)=[O:20])[CH2:8]2. (2) Given the reactants [CH3:1][O:2][C:3](=[O:25])[CH2:4][C:5]1[CH:10]=[C:9]([O:11][CH2:12][CH2:13][CH3:14])[CH:8]=[C:7]([S:15]([C:18]2[CH:23]=[CH:22][C:21](F)=[CH:20][CH:19]=2)(=[O:17])=[O:16])[CH:6]=1.CS(C)=O.C(=O)([O-])[O-].[K+].[K+].[F:36][C:37]([F:47])([F:46])[O:38][C:39]1[CH:44]=[CH:43][C:42]([OH:45])=[CH:41][CH:40]=1, predict the reaction product. The product is: [CH3:1][O:2][C:3](=[O:25])[CH2:4][C:5]1[CH:6]=[C:7]([S:15]([C:18]2[CH:23]=[CH:22][C:21]([O:45][C:42]3[CH:43]=[CH:44][C:39]([O:38][C:37]([F:36])([F:46])[F:47])=[CH:40][CH:41]=3)=[CH:20][CH:19]=2)(=[O:16])=[O:17])[CH:8]=[C:9]([O:11][CH2:12][CH2:13][CH3:14])[CH:10]=1.